This data is from Full USPTO retrosynthesis dataset with 1.9M reactions from patents (1976-2016). The task is: Predict the reactants needed to synthesize the given product. Given the product [NH2:21][CH:11]([C:4]1[C:5]([O:9][CH3:10])=[CH:6][CH:7]=[CH:8][C:3]=1[O:2][CH3:1])[CH2:12][CH2:13][CH2:14][CH2:15][C:16]([O:18][CH3:19])=[O:17], predict the reactants needed to synthesize it. The reactants are: [CH3:1][O:2][C:3]1[CH:8]=[CH:7][CH:6]=[C:5]([O:9][CH3:10])[C:4]=1[CH:11]([NH:21]S(C(C)(C)C)=O)[CH2:12][CH2:13][CH2:14][CH2:15][C:16]([O:18][CH2:19]C)=[O:17].Cl.O1CCOCC1.